From a dataset of Catalyst prediction with 721,799 reactions and 888 catalyst types from USPTO. Predict which catalyst facilitates the given reaction. (1) Reactant: [F:1][C:2]1[CH:7]=[CH:6][C:5]([N+:8]([O-])=O)=[CH:4][C:3]=1[S:11]([NH:14][CH3:15])(=[O:13])=[O:12]. Product: [NH2:8][C:5]1[CH:6]=[CH:7][C:2]([F:1])=[C:3]([S:11]([NH:14][CH3:15])(=[O:13])=[O:12])[CH:4]=1. The catalyst class is: 19. (2) Reactant: [F:1][C:2]1[CH:3]=[C:4]([N:8]2[C:12](=[O:13])[CH2:11][S:10][C:9]2=[S:14])[CH:5]=[CH:6][CH:7]=1.[CH2:15]([O:17][C:18]1[CH:19]=[C:20]([CH:23]=[CH:24][C:25]=1[OH:26])[CH:21]=O)[CH3:16].C([O-])(=O)C.[NH4+].O. Product: [F:1][C:2]1[CH:3]=[C:4]([N:8]2[C:12](=[O:13])[C:11](=[CH:21][C:20]3[CH:23]=[CH:24][C:25]([OH:26])=[C:18]([O:17][CH2:15][CH3:16])[CH:19]=3)[S:10][C:9]2=[S:14])[CH:5]=[CH:6][CH:7]=1. The catalyst class is: 15.